From a dataset of NCI-60 drug combinations with 297,098 pairs across 59 cell lines. Regression. Given two drug SMILES strings and cell line genomic features, predict the synergy score measuring deviation from expected non-interaction effect. (1) Drug 1: CN(CCCl)CCCl.Cl. Drug 2: CC1C(C(CC(O1)OC2CC(CC3=C2C(=C4C(=C3O)C(=O)C5=C(C4=O)C(=CC=C5)OC)O)(C(=O)CO)O)N)O.Cl. Cell line: HOP-62. Synergy scores: CSS=45.2, Synergy_ZIP=-7.67, Synergy_Bliss=-6.74, Synergy_Loewe=-3.52, Synergy_HSA=-2.24. (2) Cell line: MALME-3M. Drug 2: C1=NNC2=C1C(=O)NC=N2. Drug 1: CC1C(C(CC(O1)OC2CC(CC3=C2C(=C4C(=C3O)C(=O)C5=C(C4=O)C(=CC=C5)OC)O)(C(=O)C)O)N)O.Cl. Synergy scores: CSS=20.9, Synergy_ZIP=-5.27, Synergy_Bliss=-0.371, Synergy_Loewe=-21.8, Synergy_HSA=-3.08.